From a dataset of Reaction yield outcomes from USPTO patents with 853,638 reactions. Predict the reaction yield, written as a fraction of the theoretical maximum amount of product (1.0 means a 100% yield; for example, 0.34 means a 34% yield). (1) The reactants are [CH3:1][C:2]1[CH:7]=[C:6]([O:8][CH2:9][C@@H:10]2[CH2:14][CH2:13][C:12](=[O:15])[NH:11]2)[CH:5]=[C:4]([CH3:16])[C:3]=1[C:17]1[C:25]2[O:24][CH2:23][C@@H:22]([N:26](C(=O)C(F)(F)F)[C:27]3[CH:40]=[CH:39][C:30]4[C@H:31]([CH2:34][C:35]([O:37]C)=[O:36])[CH2:32][O:33][C:29]=4[CH:28]=3)[C:21]=2[CH:20]=[CH:19][CH:18]=1.C(=O)([O-])[O-].[K+].[K+].[OH-].[Na+].Cl. The catalyst is CO.O1CCCC1.O. The product is [CH3:1][C:2]1[CH:7]=[C:6]([O:8][CH2:9][C@@H:10]2[CH2:14][CH2:13][C:12](=[O:15])[NH:11]2)[CH:5]=[C:4]([CH3:16])[C:3]=1[C:17]1[C:25]2[O:24][CH2:23][C@@H:22]([NH:26][C:27]3[CH:40]=[CH:39][C:30]4[C@H:31]([CH2:34][C:35]([OH:37])=[O:36])[CH2:32][O:33][C:29]=4[CH:28]=3)[C:21]=2[CH:20]=[CH:19][CH:18]=1. The yield is 0.670. (2) The reactants are [OH:1][C:2]1[CH:7]=[CH:6][C:5]([NH:8][C:9](=[O:11])[CH3:10])=[CH:4][C:3]=1[C:12]1[N:13]([CH3:17])[N:14]=[CH:15][CH:16]=1.C(=O)([O-])[O-].[Cs+].[Cs+].[CH3:24][O:25][CH2:26][CH2:27]Br. The product is [CH3:24][O:25][CH2:26][CH2:27][O:1][C:2]1[CH:7]=[CH:6][C:5]([NH:8][C:9](=[O:11])[CH3:10])=[CH:4][C:3]=1[C:12]1[N:13]([CH3:17])[N:14]=[CH:15][CH:16]=1. The yield is 0.850. The catalyst is CN(C=O)C.